Dataset: Forward reaction prediction with 1.9M reactions from USPTO patents (1976-2016). Task: Predict the product of the given reaction. Given the reactants [CH2:1]([N:3]1[C:8](=[O:9])[C@@H:7]2[C@@H:10]([C:13]([F:16])([F:15])[F:14])[O:11][CH2:12][C@:6]2([C:17]2[CH:22]=[CH:21][CH:20]=[CH:19][C:18]=2[F:23])[N:5]=[C:4]1[NH:24]C(=O)OC(C)(C)C)[CH3:2].[OH-].[Na+].[N+:34]([O-])([OH:36])=[O:35], predict the reaction product. The product is: [NH2:24][C:4]1[N:3]([CH2:1][CH3:2])[C:8](=[O:9])[C@@H:7]2[C@@H:10]([C:13]([F:14])([F:16])[F:15])[O:11][CH2:12][C@:6]2([C:17]2[CH:22]=[C:21]([N+:34]([O-:36])=[O:35])[CH:20]=[CH:19][C:18]=2[F:23])[N:5]=1.